This data is from Forward reaction prediction with 1.9M reactions from USPTO patents (1976-2016). The task is: Predict the product of the given reaction. (1) Given the reactants Br[C:2]1[CH:3]=[C:4]([CH:7]=[CH:8][C:9]=1[O:10][CH3:11])[C:5]#[N:6].[B:12]1([B:12]2[O:16][C:15]([CH3:18])([CH3:17])[C:14]([CH3:20])([CH3:19])[O:13]2)[O:16][C:15]([CH3:18])([CH3:17])[C:14]([CH3:20])([CH3:19])[O:13]1, predict the reaction product. The product is: [CH3:11][O:10][C:9]1[CH:8]=[CH:7][C:4]([C:5]#[N:6])=[CH:3][C:2]=1[B:12]1[O:16][C:15]([CH3:18])([CH3:17])[C:14]([CH3:20])([CH3:19])[O:13]1. (2) Given the reactants [Br:1][C:2]1[CH:3]=[C:4]2[C:8](=[CH:9][CH:10]=1)[NH:7][C:6]1[CH:11]=[N:12][C:13]([C:15]([O:17][CH2:18][CH3:19])=[O:16])=[CH:14][C:5]2=1.[O:20]([CH2:27][CH:28]1[CH2:30][O:29]1)[C:21]1[CH:26]=[CH:25][CH:24]=[CH:23][CH:22]=1, predict the reaction product. The product is: [Br:1][C:2]1[CH:3]=[C:4]2[C:8](=[CH:9][CH:10]=1)[N:7]([CH2:30][CH:28]([OH:29])[CH2:27][O:20][C:21]1[CH:26]=[CH:25][CH:24]=[CH:23][CH:22]=1)[C:6]1[CH:11]=[N:12][C:13]([C:15]([O:17][CH2:18][CH3:19])=[O:16])=[CH:14][C:5]2=1. (3) Given the reactants Br[C:2]1[CH:3]=[N:4][C:5]([N:8]2[CH2:13][CH2:12][O:11][C@H:10]([CH2:14][N:15]3[C:19]4=[N:20][C:21]([C:24]5[CH:25]=[N:26][N:27]([CH3:29])[CH:28]=5)=[CH:22][N:23]=[C:18]4[N:17]=[N:16]3)[CH2:9]2)=[N:6][CH:7]=1.C([O-])([O-])=O.[K+].[K+].O1CCOCC1.[F:42][C:43]1[CH:55]=[C:54](B2OC(C)(C)C(C)(C)O2)[CH:53]=[CH:52][C:44]=1[CH2:45][N:46]1[CH2:51][CH2:50][O:49][CH2:48][CH2:47]1, predict the reaction product. The product is: [F:42][C:43]1[CH:55]=[C:54]([C:2]2[CH:3]=[N:4][C:5]([N:8]3[CH2:13][CH2:12][O:11][C@H:10]([CH2:14][N:15]4[C:19]5=[N:20][C:21]([C:24]6[CH:25]=[N:26][N:27]([CH3:29])[CH:28]=6)=[CH:22][N:23]=[C:18]5[N:17]=[N:16]4)[CH2:9]3)=[N:6][CH:7]=2)[CH:53]=[CH:52][C:44]=1[CH2:45][N:46]1[CH2:47][CH2:48][O:49][CH2:50][CH2:51]1. (4) Given the reactants C(OC([NH:8][CH2:9][C:10]1[CH:25]=[CH:24][C:13]([C:14]([NH:16][CH:17]2[CH2:23][CH2:22][CH2:21][CH2:20][CH2:19][CH2:18]2)=[O:15])=[C:12]([Cl:26])[CH:11]=1)=O)(C)(C)C.FC(F)(F)C(O)=O, predict the reaction product. The product is: [NH2:8][CH2:9][C:10]1[CH:25]=[CH:24][C:13]([C:14]([NH:16][CH:17]2[CH2:23][CH2:22][CH2:21][CH2:20][CH2:19][CH2:18]2)=[O:15])=[C:12]([Cl:26])[CH:11]=1. (5) Given the reactants [Br:1][C:2]1[CH:3]=[C:4]([CH:9]=[CH:10][C:11]=1[O:12][CH2:13][CH2:14][Br:15])[C:5]([O:7]C)=[O:6].[OH-].[Na+], predict the reaction product. The product is: [Br:1][C:2]1[CH:3]=[C:4]([CH:9]=[CH:10][C:11]=1[O:12][CH2:13][CH2:14][Br:15])[C:5]([OH:7])=[O:6].